From a dataset of Peptide-MHC class II binding affinity with 134,281 pairs from IEDB. Regression. Given a peptide amino acid sequence and an MHC pseudo amino acid sequence, predict their binding affinity value. This is MHC class II binding data. (1) The peptide sequence is DFNLLDQRIIW. The MHC is DRB1_0401 with pseudo-sequence DRB1_0401. The binding affinity (normalized) is 0. (2) The peptide sequence is GELQIVSKIDAAFKI. The MHC is DRB1_1501 with pseudo-sequence DRB1_1501. The binding affinity (normalized) is 0.546.